From a dataset of Full USPTO retrosynthesis dataset with 1.9M reactions from patents (1976-2016). Predict the reactants needed to synthesize the given product. Given the product [O:27]1[CH2:28][CH2:29][CH2:30][CH:26]1[CH2:25][CH2:24][C:23]([CH:13]1[C:14](=[O:17])[CH2:15][CH2:16][O:11][CH2:12]1)=[O:31], predict the reactants needed to synthesize it. The reactants are: C[Si]([N-][Si](C)(C)C)(C)C.[Li+].[O:11]1[CH2:16][CH2:15][C:14](=[O:17])[CH2:13][CH2:12]1.N1([C:23](=[O:31])[CH2:24][CH2:25][CH:26]2[CH2:30][CH2:29][CH2:28][O:27]2)C=CN=C1.C(O)(=O)C.